This data is from Catalyst prediction with 721,799 reactions and 888 catalyst types from USPTO. The task is: Predict which catalyst facilitates the given reaction. (1) Reactant: [CH3:1][O:2][C:3]1[CH:12]=[C:11]2[C:6]([CH2:7][CH2:8][CH2:9][C:10]2=O)=[CH:5][CH:4]=1.[C:14]([CH2:16]C(O)=O)#[N:15].C(O)(=O)CCCCCC.C(N)C1C=CC=CC=1.NC1C=CC=CC=1. Product: [CH3:1][O:2][C:3]1[CH:12]=[C:11]2[C:6]([CH2:7][CH2:8][CH:9]=[C:10]2[CH2:16][C:14]#[N:15])=[CH:5][CH:4]=1. The catalyst class is: 11. (2) Reactant: [Br:1][C:2]1[C:3](=[O:47])[N:4]([CH2:38][C:39]2[CH:44]=[CH:43][C:42]([O:45][CH3:46])=[CH:41][CH:40]=2)[C:5]([CH3:37])=[CH:6][C:7]=1[O:8][CH2:9][C:10]1[CH:36]=[CH:35][CH:34]=[CH:33][C:11]=1[CH2:12][NH:13][C:14]([NH:16][C:17]1[N:21]([C:22]2[CH:27]=[CH:26][CH:25]=[C:24](F)[CH:23]=2)[N:20]=[C:19]([C:29]([CH3:32])([CH3:31])[CH3:30])[CH:18]=1)=[O:15].C(N(CC)CC)C.C(C1C=C(N[C:65](=O)[O:66]C2C=CC([N+]([O-])=O)=CC=2)N(C2C=CC=C(OC)C=2)N=1)(C)(C)C. Product: [Br:1][C:2]1[C:3](=[O:47])[N:4]([CH2:38][C:39]2[CH:44]=[CH:43][C:42]([O:45][CH3:46])=[CH:41][CH:40]=2)[C:5]([CH3:37])=[CH:6][C:7]=1[O:8][CH2:9][C:10]1[CH:36]=[CH:35][CH:34]=[CH:33][C:11]=1[CH2:12][NH:13][C:14]([NH:16][C:17]1[N:21]([C:22]2[CH:27]=[CH:26][CH:25]=[C:24]([O:66][CH3:65])[CH:23]=2)[N:20]=[C:19]([C:29]([CH3:32])([CH3:31])[CH3:30])[CH:18]=1)=[O:15]. The catalyst class is: 2. (3) Reactant: [Cl:1][C:2]1[CH:7]=[C:6]([O:8][CH3:9])[CH:5]=[CH:4][C:3]=1[C:10]1[N:11]=[C:12]([N:16]([C:20]2[CH:25]=[C:24]([C:26](O)=[O:27])[CH:23]=[CH:22][C:21]=2[O:29][CH3:30])[CH2:17][CH2:18][CH3:19])[S:13][C:14]=1[CH3:15].[H-].[Al+3].[Li+].[H-].[H-].[H-].ClCCl.C(OCC)(=O)C. Product: [Cl:1][C:2]1[CH:7]=[C:6]([O:8][CH3:9])[CH:5]=[CH:4][C:3]=1[C:10]1[N:11]=[C:12]([N:16]([C:20]2[CH:25]=[C:24]([CH2:26][OH:27])[CH:23]=[CH:22][C:21]=2[O:29][CH3:30])[CH2:17][CH2:18][CH3:19])[S:13][C:14]=1[CH3:15]. The catalyst class is: 7. (4) Reactant: C(O[CH:4]=[C:5]([CH:8]([CH3:10])[CH3:9])[CH:6]=O)C.[NH2:11][C:12]([NH2:14])=[O:13].Cl.[OH-].[Na+]. Product: [CH:8]([C:5]1[CH:6]=[N:11][C:12](=[O:13])[NH:14][CH:4]=1)([CH3:9])[CH3:10]. The catalyst class is: 8. (5) Product: [Br:1][C:2]1[CH:3]=[C:4]2[C:9](=[CH:10][CH:11]=1)[N:8]=[CH:7][C:6]([C:22]1[CH:23]=[N:24][N:25]([CH2:27][CH2:28][OH:29])[CH:26]=1)=[C:5]2[Cl:13]. The catalyst class is: 117. Reactant: [Br:1][C:2]1[CH:3]=[C:4]2[C:9](=[CH:10][CH:11]=1)[N:8]=[CH:7][C:6](I)=[C:5]2[Cl:13].CC1(C)C(C)(C)OB([C:22]2[CH:23]=[N:24][N:25]([CH2:27][CH2:28][OH:29])[CH:26]=2)O1.C(=O)([O-])[O-].[K+].[K+].